Task: Predict the reactants needed to synthesize the given product.. Dataset: Retrosynthesis with 50K atom-mapped reactions and 10 reaction types from USPTO Given the product COc1cc(-c2cnn(CCO[Si](c3ccccc3)(c3ccccc3)C(C)(C)C)c2)ccc1N, predict the reactants needed to synthesize it. The reactants are: CC(C)(C)[Si](OCCn1cc(I)cn1)(c1ccccc1)c1ccccc1.COc1cc(B2OC(C)(C)C(C)(C)O2)ccc1N.